This data is from Forward reaction prediction with 1.9M reactions from USPTO patents (1976-2016). The task is: Predict the product of the given reaction. (1) Given the reactants [Cl:1][C:2]1[CH:41]=[CH:40][CH:39]=[C:38]([Cl:42])[C:3]=1[CH2:4][C:5]1[CH:6]=[C:7]([NH:16][C:17]2[CH:22]=[CH:21][C:20]([N:23]3[CH2:28][CH2:27][N:26](C(OC(C)(C)C)=O)[CH2:25][CH2:24]3)=[CH:19][C:18]=2[O:36][CH3:37])[C:8]2[C:13](=[O:14])[NH:12][N:11]=[CH:10][C:9]=2[N:15]=1.[F:43][C:44]([F:49])([F:48])[C:45]([OH:47])=[O:46], predict the reaction product. The product is: [Cl:42][C:38]1[CH:39]=[CH:40][CH:41]=[C:2]([Cl:1])[C:3]=1[CH2:4][C:5]1[CH:6]=[C:7]([NH:16][C:17]2[CH:22]=[CH:21][C:20]([N:23]3[CH2:24][CH2:25][NH:26][CH2:27][CH2:28]3)=[CH:19][C:18]=2[O:36][CH3:37])[C:8]2[C:13](=[O:14])[NH:12][N:11]=[CH:10][C:9]=2[N:15]=1.[F:43][C:44]([F:49])([F:48])[C:45]([O-:47])=[O:46]. (2) Given the reactants [F:1][C:2]([F:19])([F:18])[O:3][C:4]1[CH:5]=[CH:6][C:7]([N:12]2[CH:16]=[C:15]([CH3:17])[N:14]=[CH:13]2)=[C:8]([CH:11]=1)[C:9]#[N:10].[CH3:20][N+:21]([CH3:23])=[CH2:22].[I-], predict the reaction product. The product is: [CH3:20][N:21]([CH2:23][C:16]1[N:12]([C:7]2[CH:6]=[CH:5][C:4]([O:3][C:2]([F:1])([F:18])[F:19])=[CH:11][C:8]=2[C:9]#[N:10])[CH:13]=[N:14][C:15]=1[CH3:17])[CH3:22]. (3) Given the reactants [CH2:1]([O:3][C:4]1[CH:5]=[C:6]([OH:12])[CH:7]=[C:8]([CH2:10][OH:11])[CH:9]=1)[CH3:2].C(=O)([O-])[O-].[Cs+].[Cs+].[I-].[K+].Br[CH2:22][C:23]([CH3:27])([CH3:26])[CH2:24][OH:25], predict the reaction product. The product is: [CH2:1]([O:3][C:4]1[CH:5]=[C:6]([CH:7]=[C:8]([CH2:10][OH:11])[CH:9]=1)[O:12][CH2:22][C:23]([CH3:27])([CH3:26])[CH2:24][OH:25])[CH3:2]. (4) Given the reactants [C:1]([O:5][C:6](=[O:23])[NH:7][C:8]1[S:12][C:11]([C:13]2[CH:14]=[N:15][CH:16]=[CH:17][CH:18]=2)=[N:10][C:9]=1[C:19]([F:22])([F:21])[F:20])([CH3:4])([CH3:3])[CH3:2].[H-].[Na+].I[CH3:27].O, predict the reaction product. The product is: [C:1]([O:5][C:6](=[O:23])[N:7]([CH3:27])[C:8]1[S:12][C:11]([C:13]2[CH:14]=[N:15][CH:16]=[CH:17][CH:18]=2)=[N:10][C:9]=1[C:19]([F:22])([F:21])[F:20])([CH3:4])([CH3:2])[CH3:3]. (5) The product is: [CH2:1]([N:8]1[CH2:14][C:13]2[CH:15]=[CH:16][C:17]([F:20])=[C:18]([C:23]3[CH:24]=[CH:25][O:21][CH:22]=3)[C:12]=2[O:11][CH2:10][CH2:9]1)[C:2]1[CH:7]=[CH:6][CH:5]=[CH:4][CH:3]=1. Given the reactants [CH2:1]([N:8]1[CH2:14][C:13]2[CH:15]=[CH:16][C:17]([F:20])=[C:18](Br)[C:12]=2[O:11][CH2:10][CH2:9]1)[C:2]1[CH:7]=[CH:6][CH:5]=[CH:4][CH:3]=1.[O:21]1[CH:25]=[CH:24][C:23](B(O)O)=[CH:22]1.C(=O)([O-])[O-].[K+].[K+].COCCOC, predict the reaction product. (6) Given the reactants [F:1][C:2]([F:34])([F:33])[C:3]1[CH:4]=[C:5]([C:13]([N:15]2[CH2:20][CH2:19][C@H:18]([N:21]3[CH2:26][CH2:25][NH:24][CH2:23][CH2:22]3)[C@H:17]([C:27]3[CH:32]=[CH:31][CH:30]=[CH:29][CH:28]=3)[CH2:16]2)=[O:14])[CH:6]=[C:7]([C:9]([F:12])([F:11])[F:10])[CH:8]=1.[CH2:35](Br)[C:36]1[CH:41]=[CH:40][CH:39]=[CH:38][CH:37]=1, predict the reaction product. The product is: [CH2:35]([N:24]1[CH2:25][CH2:26][N:21]([C@H:18]2[CH2:19][CH2:20][N:15]([C:13]([C:5]3[CH:6]=[C:7]([C:9]([F:10])([F:11])[F:12])[CH:8]=[C:3]([C:2]([F:33])([F:1])[F:34])[CH:4]=3)=[O:14])[CH2:16][C@H:17]2[C:27]2[CH:32]=[CH:31][CH:30]=[CH:29][CH:28]=2)[CH2:22][CH2:23]1)[C:36]1[CH:41]=[CH:40][CH:39]=[CH:38][CH:37]=1. (7) Given the reactants [H-].[H-].[H-].[H-].[Li+].[Al+3].[CH2:7]([NH:9][C:10](=O)[C@H:11]([C:15]1[CH:20]=[CH:19][C:18]([F:21])=[CH:17][CH:16]=1)[CH2:12][CH:13]=[CH2:14])[CH3:8].[OH-].[Na+].[O-]S([O-])(=O)=O.[Mg+2], predict the reaction product. The product is: [CH2:7]([NH:9][CH2:10][C@H:11]([C:15]1[CH:16]=[CH:17][C:18]([F:21])=[CH:19][CH:20]=1)[CH2:12][CH:13]=[CH2:14])[CH3:8]. (8) The product is: [N+:20]([C:16]1[CH:15]=[C:14]([C:11]2[O:12][C:13]3[C:5]([C:3]([OH:4])=[O:2])=[CH:6][CH:7]=[CH:8][C:9]=3[N:10]=2)[CH:19]=[CH:18][CH:17]=1)([O-:22])=[O:21]. Given the reactants C[O:2][C:3]([C:5]1[C:13]2[O:12][C:11]([C:14]3[CH:19]=[CH:18][CH:17]=[C:16]([N+:20]([O-:22])=[O:21])[CH:15]=3)=[N:10][C:9]=2[CH:8]=[CH:7][CH:6]=1)=[O:4].[OH-].[Li+], predict the reaction product. (9) Given the reactants [CH:1]1([O:4][CH2:5][CH2:6][O:7][C@@H:8]2[CH2:13][CH2:12][C@H:11]([O:14]CC3C=CC=CC=3)[CH2:10][CH2:9]2)[CH2:3][CH2:2]1, predict the reaction product. The product is: [CH:1]1([O:4][CH2:5][CH2:6][O:7][C@@H:8]2[CH2:13][CH2:12][C@H:11]([OH:14])[CH2:10][CH2:9]2)[CH2:3][CH2:2]1. (10) Given the reactants [CH3:1][C@H:2]1[CH2:7][CH2:6][C@H:5]([C:8]([N:10]([CH:33]([CH3:35])[CH3:34])[C:11]2[CH:15]=[C:14]([C:16]3[CH:21]=[CH:20][C:19]([NH:22][C:23]([C:25]4[N:26]=[CH:27][S:28][CH:29]=4)=[O:24])=[CH:18][CH:17]=3)[S:13][C:12]=2[C:30]([OH:32])=[O:31])=[O:9])[CH2:4][CH2:3]1.C(CN)O, predict the reaction product. The product is: [CH2:23]([CH2:25][NH2:26])[OH:24].[CH3:1][C@H:2]1[CH2:7][CH2:6][C@H:5]([C:8]([N:10]([CH:33]([CH3:35])[CH3:34])[C:11]2[CH:15]=[C:14]([C:16]3[CH:17]=[CH:18][C:19]([NH:22][C:23]([C:25]4[N:26]=[CH:27][S:28][CH:29]=4)=[O:24])=[CH:20][CH:21]=3)[S:13][C:12]=2[C:30]([O-:32])=[O:31])=[O:9])[CH2:4][CH2:3]1.